Dataset: Catalyst prediction with 721,799 reactions and 888 catalyst types from USPTO. Task: Predict which catalyst facilitates the given reaction. (1) Reactant: [Br:1][C:2]1[NH:13][C:5]2[C:6](=[O:12])[NH:7][CH2:8][CH2:9][C:10](=[O:11])[C:4]=2[C:3]=1[Br:14].[BH4-].[Na+]. Product: [Br:1][C:2]1[NH:13][C:5]2[C:6](=[O:12])[NH:7][CH2:8][CH2:9][CH:10]([OH:11])[C:4]=2[C:3]=1[Br:14]. The catalyst class is: 121. (2) Reactant: [C:1]1([N:7]2[C:11]([O:12][C:13]3[CH:18]=[CH:17][CH:16]=[CH:15][C:14]=3[NH2:19])=[CH:10][CH:9]=[N:8]2)[CH:6]=[CH:5][CH:4]=[CH:3][CH:2]=1.[F:20][C:21]([F:33])([F:32])[O:22][C:23]1[CH:28]=[CH:27][C:26]([N:29]=[C:30]=[O:31])=[CH:25][CH:24]=1.C(N(CC)CC)C. The catalyst class is: 1. Product: [C:1]1([N:7]2[C:11]([O:12][C:13]3[CH:18]=[CH:17][CH:16]=[CH:15][C:14]=3[NH:19][C:30]([NH:29][C:26]3[CH:27]=[CH:28][C:23]([O:22][C:21]([F:20])([F:32])[F:33])=[CH:24][CH:25]=3)=[O:31])=[CH:10][CH:9]=[N:8]2)[CH:2]=[CH:3][CH:4]=[CH:5][CH:6]=1. (3) Reactant: [CH2:1]=O.[NH:3]1[CH2:7][CH2:6][CH2:5][CH2:4]1.[F:8][C:9]1[CH:17]=[C:16]2[C:12]([CH:13]=[CH:14][N:15]2[S:18]([C:21]2[CH:26]=[CH:25][CH:24]=[CH:23][CH:22]=2)(=[O:20])=[O:19])=[CH:11][C:10]=1[OH:27]. Product: [F:8][C:9]1[CH:17]=[C:16]2[C:12]([CH:13]=[CH:14][N:15]2[S:18]([C:21]2[CH:26]=[CH:25][CH:24]=[CH:23][CH:22]=2)(=[O:20])=[O:19])=[C:11]([CH2:1][N:3]2[CH2:7][CH2:6][CH2:5][CH2:4]2)[C:10]=1[OH:27]. The catalyst class is: 14. (4) Reactant: [NH:1]1[C:9]2[C:4](=[CH:5]C=CC=2)[CH:3]=[CH:2]1.[NH2:10][C:11]1[N:16]=[CH:15][C:14](/[CH:17]=[CH:18]/[C:19]([OH:21])=O)=[CH:13][CH:12]=1.[CH3:22]CN(CC)CC.[CH:29]1[CH:30]=[CH:31][C:32]2N(O)N=[N:35][C:33]=2[CH:34]=1.O.C(Cl)CCl. Product: [NH2:10][C:11]1[N:16]=[CH:15][C:14](/[CH:17]=[CH:18]/[C:19]([N:1]([CH2:2][C:3]2[C:32]3[C:33](=[CH:34][CH:29]=[CH:30][CH:31]=3)[N:35]([CH3:22])[C:4]=2[CH3:5])[CH3:9])=[O:21])=[CH:13][CH:12]=1. The catalyst class is: 85.